Task: Predict the reactants needed to synthesize the given product.. Dataset: Full USPTO retrosynthesis dataset with 1.9M reactions from patents (1976-2016) (1) The reactants are: [F:1][C:2]1[CH:9]=[CH:8][C:5]([CH:6]=[O:7])=[C:4]([OH:10])[CH:3]=1.[CH2:11](Cl)[C:12]1[CH:17]=[CH:16][CH:15]=[CH:14][CH:13]=1.C([O-])([O-])=O.[K+].[K+].CCOC(C)=O.O. Given the product [CH2:11]([O:10][C:4]1[CH:3]=[C:2]([F:1])[CH:9]=[CH:8][C:5]=1[CH:6]=[O:7])[C:12]1[CH:17]=[CH:16][CH:15]=[CH:14][CH:13]=1, predict the reactants needed to synthesize it. (2) Given the product [NH2:14][C@H:1]1[CH2:5][CH2:4][C@H:3]([NH:6][C:7](=[O:13])[O:8][C:9]([CH3:11])([CH3:10])[CH3:12])[CH2:2]1, predict the reactants needed to synthesize it. The reactants are: [C@H:1]1([NH:14]C(=O)OCC2C=CC=CC=2)[CH2:5][CH2:4][C@H:3]([NH:6][C:7](=[O:13])[O:8][C:9]([CH3:12])([CH3:11])[CH3:10])[CH2:2]1. (3) Given the product [Br:1][C:2]1[CH:3]=[CH:4][C:5]([O:10][CH2:18][CH2:19][CH:20]=[CH2:21])=[C:6]([CH:7]([OH:8])[CH2:22][C:23](=[O:24])[CH3:25])[CH:9]=1, predict the reactants needed to synthesize it. The reactants are: [Br:1][C:2]1[CH:3]=[CH:4][C:5]([OH:10])=[C:6]([CH:9]=1)[CH:7]=[O:8].C(=O)([O-])[O-].[K+].[K+].Br[CH2:18][CH2:19][CH:20]=[CH2:21].[CH3:22][C:23]([CH3:25])=[O:24].